Dataset: Forward reaction prediction with 1.9M reactions from USPTO patents (1976-2016). Task: Predict the product of the given reaction. (1) Given the reactants Br[C:2]1[CH:3]=[CH:4][C:5]2=[C:6]([CH:29]=1)[N:7]=[C:8]([NH:21]C(=O)OC(C)(C)C)[CH2:9][C:10]([C:12](=[O:20])[N:13]([CH2:17][CH2:18][CH3:19])[CH2:14][CH2:15][CH3:16])=[CH:11]2.[CH2:30]([O:32][C:33]([C:35]1[CH:40]=[CH:39][C:38](B(O)O)=[CH:37][CH:36]=1)=[O:34])[CH3:31], predict the reaction product. The product is: [NH2:21][C:8]1[CH2:9][C:10]([C:12](=[O:20])[N:13]([CH2:14][CH2:15][CH3:16])[CH2:17][CH2:18][CH3:19])=[CH:11][C:5]2[CH:4]=[CH:3][C:2]([C:38]3[CH:39]=[CH:40][C:35]([C:33]([O:32][CH2:30][CH3:31])=[O:34])=[CH:36][CH:37]=3)=[CH:29][C:6]=2[N:7]=1. (2) Given the reactants [CH3:1][O:2][C:3](=[O:40])[CH:4]([C:9]1[CH:14]=[C:13]([C:15]2[CH:20]=[CH:19][C:18]([C:21]([F:24])([F:23])[F:22])=[CH:17][CH:16]=2)[N:12]=[C:11]([N:25]([CH2:36][CH:37]([CH3:39])[CH3:38])[C:26]2[CH:31]=[CH:30][C:29]([C:32]([F:35])([F:34])[F:33])=[CH:28][CH:27]=2)[CH:10]=1)[CH2:5][C:6]([CH3:8])=[CH2:7], predict the reaction product. The product is: [CH3:1][O:2][C:3](=[O:40])[CH:4]([C:9]1[CH:14]=[C:13]([C:15]2[CH:16]=[CH:17][C:18]([C:21]([F:23])([F:24])[F:22])=[CH:19][CH:20]=2)[N:12]=[C:11]([N:25]([CH2:36][CH:37]([CH3:39])[CH3:38])[C:26]2[CH:27]=[CH:28][C:29]([C:32]([F:33])([F:34])[F:35])=[CH:30][CH:31]=2)[CH:10]=1)[CH2:5][CH:6]([CH3:8])[CH3:7].